This data is from M1 muscarinic receptor antagonist screen with 61,756 compounds. The task is: Binary Classification. Given a drug SMILES string, predict its activity (active/inactive) in a high-throughput screening assay against a specified biological target. (1) The drug is S(C=1NC(=O)CC(C1C#N)c1ccc(cc1)C)CCC(C)C. The result is 0 (inactive). (2) The result is 0 (inactive). The molecule is o1nc(cc1CCC)C(=O)Nc1c(cccc1)C(OC)=O. (3) The drug is s1c2c(nc1NC(=O)c1cc3scnc3cc1)ccc(OC)c2. The result is 0 (inactive). (4) The molecule is O(CC(=O)N1CCC(CC1)C)c1cc2c(oc(=O)cc2C)cc1. The result is 0 (inactive). (5) The molecule is O(c1c2c(n(c(=O)c1)C)cccc2)CC(=O)NCCOC. The result is 0 (inactive). (6) The compound is s1c2c(N3CC(CCC3)C(=O)N3CCN(CC3)C(OCC)=O)ncnc2c2c1cccc2F. The result is 1 (active). (7) The compound is O=C(C(C)(C)C)Cn1c2c(n(c1=N)C)cccc2. The result is 0 (inactive). (8) The compound is O(CCN1CCCC1)c1ccc(C(C)(C)C)cc1. The result is 0 (inactive). (9) The result is 0 (inactive). The drug is S(c1n(c(nn1)C(C)C)CC)CC(=O)c1c(OC)ccc(OC)c1.